From a dataset of Peptide-MHC class II binding affinity with 134,281 pairs from IEDB. Regression. Given a peptide amino acid sequence and an MHC pseudo amino acid sequence, predict their binding affinity value. This is MHC class II binding data. (1) The peptide sequence is IEKKIAKMEKASY. The MHC is DRB1_0802 with pseudo-sequence DRB1_0802. The binding affinity (normalized) is 0.431. (2) The peptide sequence is GMNPSHCNEMSWIQS. The MHC is DRB1_1302 with pseudo-sequence DRB1_1302. The binding affinity (normalized) is 0.190.